The task is: Predict which catalyst facilitates the given reaction.. This data is from Catalyst prediction with 721,799 reactions and 888 catalyst types from USPTO. (1) Reactant: [CH2:1]([NH2:7])[CH2:2][CH2:3][CH2:4][CH2:5][CH3:6].[N:8]([CH2:11][CH2:12][CH2:13][CH2:14][CH2:15][CH2:16][N:17]=[C:18]=[O:19])=[C:9]=[O:10]. The catalyst class is: 262. Product: [CH2:16]([NH:17][C:18]([NH:7][CH2:1][CH2:2][CH2:3][CH2:4][CH2:5][CH3:6])=[O:19])[CH2:15][CH2:14][CH2:13][CH2:12][CH2:11][NH:8][C:9]([NH:7][CH2:1][CH2:2][CH2:3][CH2:4][CH2:5][CH3:6])=[O:10]. (2) Reactant: [F:1][C:2]1[CH:7]=[CH:6][C:5]([CH:8]2[CH2:13][CH2:12][N:11](C(OC(C)(C)C)=O)[CH2:10][CH2:9]2)=[CH:4][C:3]=1[NH:21][C:22](=[O:35])[CH2:23][CH2:24][CH2:25][CH2:26][C:27](=[O:34])[C:28]1[CH:33]=[CH:32][CH:31]=[CH:30][CH:29]=1.FC(F)(F)C(O)=O. Product: [F:1][C:2]1[CH:7]=[CH:6][C:5]([CH:8]2[CH2:9][CH2:10][NH:11][CH2:12][CH2:13]2)=[CH:4][C:3]=1[NH:21][C:22](=[O:35])[CH2:23][CH2:24][CH2:25][CH2:26][C:27](=[O:34])[C:28]1[CH:33]=[CH:32][CH:31]=[CH:30][CH:29]=1. The catalyst class is: 2. (3) Product: [C:23]([NH:31][C:32](=[O:33])[N:2]([CH3:1])[CH2:3][C:4]1[CH:5]=[CH:6][C:7]([C:10]([N:12]2[CH2:18][C:17]3([CH3:20])[CH2:19][CH:13]2[CH2:14][C:15]([CH3:22])([CH3:21])[CH2:16]3)=[O:11])=[CH:8][CH:9]=1)(=[O:30])[C:24]1[CH:29]=[CH:28][CH:27]=[CH:26][CH:25]=1. Reactant: [CH3:1][NH:2][CH2:3][C:4]1[CH:9]=[CH:8][C:7]([C:10]([N:12]2[CH2:18][C:17]3([CH3:20])[CH2:19][CH:13]2[CH2:14][C:15]([CH3:22])([CH3:21])[CH2:16]3)=[O:11])=[CH:6][CH:5]=1.[C:23]([N:31]=[C:32]=[O:33])(=[O:30])[C:24]1[CH:29]=[CH:28][CH:27]=[CH:26][CH:25]=1. The catalyst class is: 2. (4) Reactant: Cl.[Cl:2][C:3]1[CH:17]=[CH:16][C:6]2[NH:7][C:8]3[S:9][CH:10]=[CH:11][C:12]=3[C:13]([NH2:15])=[N:14][C:5]=2[CH:4]=1.[CH3:18][O:19][CH2:20][CH2:21][CH2:22][C@H:23]1[CH2:28]N[CH2:26][CH2:25][NH:24]1.CS(C)=O.C1(C)C=CC=CC=1. Product: [Cl:2][C:3]1[CH:17]=[CH:16][C:6]2[NH:7][C:8]3[S:9][CH:10]=[CH:11][C:12]=3[C:13]([N:15]3[CH2:26][CH2:25][NH:24][C@@H:23]([CH2:22][CH2:21][CH2:20][O:19][CH3:18])[CH2:28]3)=[N:14][C:5]=2[CH:4]=1. The catalyst class is: 13. (5) Product: [Cl:3][C:4]1[S:8][C:7]([C:9]2[NH:13][C:12]3[CH:14]=[CH:15][C:16]([CH2:18][C:19]([OH:21])=[O:20])=[CH:17][C:11]=3[N:10]=2)=[CH:6][CH:5]=1. Reactant: [OH-].[Na+].[Cl:3][C:4]1[S:8][C:7]([C:9]2[NH:13][C:12]3[CH:14]=[CH:15][C:16]([CH2:18][C:19]([O:21]CC)=[O:20])=[CH:17][C:11]=3[N:10]=2)=[CH:6][CH:5]=1. The catalyst class is: 5. (6) Reactant: [CH:1]([O:4][C:5]1[CH:10]=[C:9]([CH2:11][C:12]2[CH:17]=[CH:16][CH:15]=[CH:14][N:13]=2)[CH:8]=[CH:7][C:6]=1[OH:18])([CH3:3])[CH3:2].[H-].[Na+].C1C=CC(N([S:28]([C:31]([F:34])([F:33])[F:32])(=[O:30])=[O:29])[S:28]([C:31]([F:34])([F:33])[F:32])(=[O:30])=[O:29])=CC=1.[Cl-].[NH4+]. Product: [F:32][C:31]([F:34])([F:33])[S:28]([O:18][C:6]1[CH:7]=[CH:8][C:9]([CH2:11][C:12]2[CH:17]=[CH:16][CH:15]=[CH:14][N:13]=2)=[CH:10][C:5]=1[O:4][CH:1]([CH3:3])[CH3:2])(=[O:30])=[O:29]. The catalyst class is: 7. (7) Reactant: [CH:1]([C:3]1[CH:11]=[CH:10][C:6]([C:7]([OH:9])=[O:8])=[CH:5][CH:4]=1)=[O:2].[C:12](OC(OC(O[C:12]([CH3:15])([CH3:14])[CH3:13])=O)=O)([CH3:15])([CH3:14])[CH3:13].C1COCC1.C([O-])(O)=O.[Na+]. Product: [CH:1]([C:3]1[CH:11]=[CH:10][C:6]([C:7]([O:9][C:12]([CH3:15])([CH3:14])[CH3:13])=[O:8])=[CH:5][CH:4]=1)=[O:2]. The catalyst class is: 238.